From a dataset of Reaction yield outcomes from USPTO patents with 853,638 reactions. Predict the reaction yield, written as a fraction of the theoretical maximum amount of product (1.0 means a 100% yield; for example, 0.34 means a 34% yield). (1) The reactants are [O:1]1[C:5]2[CH:6]=[CH:7][C:8]([OH:10])=[CH:9][C:4]=2[O:3][CH2:2]1.C([Mg]Cl)(C)C.[Cl:16][C:17]1[CH:25]=[CH:24][CH:23]=[C:22]2[C:18]=1[C:19](=[O:27])[C:20](=[O:26])[NH:21]2. The catalyst is O1CCCC1. The product is [Cl:16][C:17]1[CH:25]=[CH:24][CH:23]=[C:22]2[C:18]=1[C:19]([OH:27])([C:7]1[C:8]([OH:10])=[CH:9][C:4]3[O:3][CH2:2][O:1][C:5]=3[CH:6]=1)[C:20](=[O:26])[NH:21]2. The yield is 0.950. (2) The reactants are Cl[C:2]1[CH:7]=[CH:6][N:5]=[C:4]([C:8]([OH:10])=O)[CH:3]=1.Cl.CN.C1C=CC2N(O)N=[N:20][C:18]=2C=1.C(N(CC)CC)C.[CH3:31][O:32][C:33]1[C:37]2[C:38](=[O:55])[N:39]([CH2:46][C:47](=[O:54])[C:48]3[CH:53]=[CH:52][CH:51]=[CH:50][CH:49]=3)[C:40]3[CH:41]=[CH:42][CH:43]=[CH:44][C:45]=3[C:36]=2[N:35]([CH3:56])[C:34]=1[C:57]([NH:59][CH:60]1[CH2:65][CH2:64][NH:63][CH2:62][CH2:61]1)=[O:58].C(=O)([O-])[O-].[K+].[K+]. The catalyst is CN(C=O)C.C(=O)([O-])O.[Na+]. The product is [CH3:31][O:32][C:33]1[C:37]2[C:38](=[O:55])[N:39]([CH2:46][C:47](=[O:54])[C:48]3[CH:53]=[CH:52][CH:51]=[CH:50][CH:49]=3)[C:40]3[CH:41]=[CH:42][CH:43]=[CH:44][C:45]=3[C:36]=2[N:35]([CH3:56])[C:34]=1[C:57]([NH:59][CH:60]1[CH2:61][CH2:62][N:63]([C:2]2[CH:7]=[CH:6][N:5]=[C:4]([C:8](=[O:10])[NH:20][CH3:18])[CH:3]=2)[CH2:64][CH2:65]1)=[O:58]. The yield is 0.110. (3) The reactants are [CH3:1][C:2]1[CH:7]=[C:6]([CH3:8])[N:5]=[C:4]([C:9]2[O:17][C:12]3=[CH:13][N:14]=[CH:15][CH:16]=[C:11]3[C:10]=2[NH:18][C:19]2[CH:27]=[CH:26][CH:25]=[C:24]3[C:20]=2[CH:21]=[N:22][N:23]3C(=O)C)[N:3]=1.Cl. The catalyst is CO. The product is [CH3:1][C:2]1[CH:7]=[C:6]([CH3:8])[N:5]=[C:4]([C:9]2[O:17][C:12]3=[CH:13][N:14]=[CH:15][CH:16]=[C:11]3[C:10]=2[NH:18][C:19]2[CH:27]=[CH:26][CH:25]=[C:24]3[C:20]=2[CH:21]=[N:22][NH:23]3)[N:3]=1. The yield is 0.460. (4) The reactants are [I:1][C:2]1[CH:3]=[C:4]([OH:21])[CH:5]=[C:6]([I:20])[C:7]=1[O:8][C:9]1[CH:14]=[CH:13][C:12]([O:15]C)=[C:11]([CH:17]([CH3:19])[CH3:18])[CH:10]=1.B(Br)(Br)Br. The catalyst is ClCCl. The product is [I:1][C:2]1[CH:3]=[C:4]([OH:21])[CH:5]=[C:6]([I:20])[C:7]=1[O:8][C:9]1[CH:14]=[CH:13][C:12]([OH:15])=[C:11]([CH:17]([CH3:19])[CH3:18])[CH:10]=1. The yield is 0.660. (5) The reactants are [NH2:1][C:2]1[N:23]=[C:22](Cl)[CH:21]=[CH:20][C:3]=1[C:4]([NH:6][CH2:7][C:8]1[S:9][C:10]([O:13][C:14]2[CH:19]=[CH:18][CH:17]=[CH:16][CH:15]=2)=[CH:11][CH:12]=1)=[O:5].C1C=CC([CH2:31][C:32]([NH:34]CN[C@H](C(O)=O)CC2C=CC([N+]([O-])=O)=CC=2)=O)=CC=1.C(N)C. The catalyst is CS(C)=O.C(N(CC)C(C)C)(C)C.[Cl-].[Na+].O. The product is [NH2:1][C:2]1[N:23]=[C:22]([NH:34][CH2:32][CH3:31])[CH:21]=[CH:20][C:3]=1[C:4]([NH:6][CH2:7][C:8]1[S:9][C:10]([O:13][C:14]2[CH:19]=[CH:18][CH:17]=[CH:16][CH:15]=2)=[CH:11][CH:12]=1)=[O:5]. The yield is 0.570. (6) The reactants are C[O:2][C:3](=[O:32])[CH2:4][CH2:5][CH2:6][CH2:7][CH2:8][CH2:9][CH2:10][NH:11][C:12](=[O:31])[C:13]1[CH:18]=[CH:17][CH:16]=[C:15]([CH:19]=[C:20]2[C:28]3[C:23](=[CH:24][CH:25]=[C:26]([F:29])[CH:27]=3)[NH:22][C:21]2=[O:30])[CH:14]=1.CO.[Li+].[OH-].Cl. The catalyst is O. The product is [F:29][C:26]1[CH:27]=[C:28]2[C:23](=[CH:24][CH:25]=1)[NH:22][C:21](=[O:30])[C:20]2=[CH:19][C:15]1[CH:14]=[C:13]([CH:18]=[CH:17][CH:16]=1)[C:12]([NH:11][CH2:10][CH2:9][CH2:8][CH2:7][CH2:6][CH2:5][CH2:4][C:3]([OH:32])=[O:2])=[O:31]. The yield is 0.720. (7) The reactants are [NH2:1][C:2]1[NH:6][N:5]=[C:4]([CH2:7][OH:8])[N:3]=1.[CH3:9][C:10](=O)[CH2:11][C:12](=O)[CH3:13]. The catalyst is C(O)(=O)C. The product is [CH3:9][C:10]1[CH:11]=[C:12]([CH3:13])[N:6]2[N:5]=[C:4]([CH2:7][OH:8])[N:3]=[C:2]2[N:1]=1. The yield is 0.950.